From a dataset of Catalyst prediction with 721,799 reactions and 888 catalyst types from USPTO. Predict which catalyst facilitates the given reaction. (1) Reactant: C([O:8][C:9]1[CH:14]=[CH:13][CH:12]=[CH:11][C:10]=1[CH2:15][C:16]1[CH:21]=[CH:20][C:19]([CH:22]=[C:23]([F:25])[F:24])=[CH:18][CH:17]=1)C1C=CC=CC=1.B(Br)(Br)Br.C(Cl)Cl.CSC.B(F)(F)F.C(Cl)Cl.CSC.[OH-].[Na+].C(=O)([O-])O.[Na+]. Product: [F:24][C:23]([F:25])=[CH:22][C:19]1[CH:20]=[CH:21][C:16]([CH2:15][C:10]2[CH:11]=[CH:12][CH:13]=[CH:14][C:9]=2[OH:8])=[CH:17][CH:18]=1. The catalyst class is: 2. (2) Reactant: [CH3:1][O:2][C:3](=[O:34])[C@@H:4]([NH:16][C:17](=[O:33])[C:18]1[CH:23]=[CH:22][C:21]([C:24]#[C:25][C:26]#[C:27][CH2:28][C@@H:29]([OH:32])[CH2:30][OH:31])=[CH:20][CH:19]=1)[C:5]([NH:8]C(OC(C)(C)C)=O)([CH3:7])[CH3:6].CO.[ClH:37]. Product: [ClH:37].[NH2:8][C:5]([CH3:7])([CH3:6])[C@H:4]([NH:16][C:17](=[O:33])[C:18]1[CH:23]=[CH:22][C:21]([C:24]#[C:25][C:26]#[C:27][CH2:28][C@@H:29]([OH:32])[CH2:30][OH:31])=[CH:20][CH:19]=1)[C:3]([O:2][CH3:1])=[O:34]. The catalyst class is: 275. (3) Reactant: [CH3:1][O:2][C:3]1[CH:4]=[C:5]([CH:16]=[CH:17][C:18]=1[O:19][CH3:20])[CH2:6][CH2:7][O:8][C@H:9]1[CH2:14][CH2:13][CH2:12][CH2:11][C@H:10]1[OH:15].N1C=CC=CC=1.[N+:27]([C:30]1[CH:35]=[CH:34][C:33]([S:36](Cl)(=[O:38])=[O:37])=[CH:32][CH:31]=1)([O-:29])=[O:28]. Product: [N+:27]([C:30]1[CH:31]=[CH:32][C:33]([S:36]([O:15][C@@H:10]2[CH2:11][CH2:12][CH2:13][CH2:14][C@@H:9]2[O:8][CH2:7][CH2:6][C:5]2[CH:16]=[CH:17][C:18]([O:19][CH3:20])=[C:3]([O:2][CH3:1])[CH:4]=2)(=[O:38])=[O:37])=[CH:34][CH:35]=1)([O-:29])=[O:28]. The catalyst class is: 4.